This data is from Full USPTO retrosynthesis dataset with 1.9M reactions from patents (1976-2016). The task is: Predict the reactants needed to synthesize the given product. (1) Given the product [Cl:1][C:2]1[CH:3]=[C:4]2[C:8](=[CH:9][CH:10]=1)[N:7]([S:40]([C:37]1[CH:38]=[CH:39][C:34]([O:33][CH3:32])=[CH:35][C:36]=1[O:44][C:45]([F:46])([F:47])[F:48])(=[O:42])=[O:41])[C:6](=[O:11])[C:5]2([N:21]1[CH2:30][C@@H:29]([OH:31])[CH2:28][C@@H:22]1[C:23]([N:25]([CH3:27])[CH3:26])=[O:24])[C:12]1[CH:17]=[C:16]([CH3:18])[CH:15]=[CH:14][C:13]=1[O:19][CH3:20], predict the reactants needed to synthesize it. The reactants are: [Cl:1][C:2]1[CH:3]=[C:4]2[C:8](=[CH:9][CH:10]=1)[NH:7][C:6](=[O:11])[C:5]2([N:21]1[CH2:30][C@@H:29]([OH:31])[CH2:28][C@@H:22]1[C:23]([N:25]([CH3:27])[CH3:26])=[O:24])[C:12]1[CH:17]=[C:16]([CH3:18])[CH:15]=[CH:14][C:13]=1[O:19][CH3:20].[CH3:32][O:33][C:34]1[CH:39]=[CH:38][C:37]([S:40](Cl)(=[O:42])=[O:41])=[C:36]([O:44][C:45]([F:48])([F:47])[F:46])[CH:35]=1. (2) Given the product [O:24]=[S:16]1(=[O:25])[C:17]2[CH:23]=[CH:22][CH:21]=[CH:20][C:18]=2[CH2:19][N:13]([C:4]2[CH:3]=[C:2]([NH:26][CH:27]([CH2:30][OH:31])[CH2:28][OH:29])[C:11]3[C:6](=[CH:7][CH:8]=[C:9]([CH3:12])[CH:10]=3)[N:5]=2)[CH2:14][CH2:15]1, predict the reactants needed to synthesize it. The reactants are: Cl[C:2]1[C:11]2[C:6](=[CH:7][CH:8]=[C:9]([CH3:12])[CH:10]=2)[N:5]=[C:4]([N:13]2[CH2:19][C:18]3[CH:20]=[CH:21][CH:22]=[CH:23][C:17]=3[S:16](=[O:25])(=[O:24])[CH2:15][CH2:14]2)[CH:3]=1.[NH2:26][CH:27]([CH2:30][OH:31])[CH2:28][OH:29]. (3) Given the product [O:31]=[C:27]1[N:26]([CH2:25][CH2:24][C:21]2[CH:22]=[C:23]3[C:18](=[CH:19][CH:20]=2)[NH:17][C:16](=[O:32])[C:15]3=[O:33])[CH2:30][CH2:29][O:28]1, predict the reactants needed to synthesize it. The reactants are: Cl.N1(CC2C=C(C=[C:15]3[C:23]4[C:18](=[CH:19][CH:20]=[C:21]([CH2:24][CH2:25][N:26]5[CH2:30][CH2:29][O:28][C:27]5=[O:31])[CH:22]=4)[NH:17][C:16]3=[O:32])NC=2)CCOCC1.[OH:33]S(O)(=O)=O. (4) Given the product [OH:47][CH2:46][C@H:42]([NH:41][C:15](=[O:16])[CH2:14][N:10]1[CH:11]2[C:6]([CH:5]3[C:13](=[N:12]2)[CH:1]=[CH:2][CH:3]=[CH:4]3)=[CH:7][C:8]2[CH:21]=[CH:20][CH:19]=[CH:18][C:9]1=2)[C@H:43]([OH:44])[CH3:45], predict the reactants needed to synthesize it. The reactants are: [CH:1]1[C:13]2[CH:5]([C:6]3[CH:11]([N:12]=2)[N:10]([CH2:14][C:15](O)=[O:16])[C:9]2[CH:18]=[CH:19][CH:20]=[CH:21][C:8]=2[CH:7]=3)[CH:4]=[CH:3][CH:2]=1.C(N=C=NC(C)C)(C)C.C1C=CC2N(O)N=NC=2C=1.[NH2:41][C@H:42]([CH2:46][OH:47])[C@@H:43]([CH3:45])[OH:44]. (5) Given the product [CH2:19]([O:26][C:27]1[CH:28]=[CH:29][C:30]([N:31]([CH3:32])[C:7]([C:4]2[CH:5]=[CH:6][N:2]([CH3:1])[C:3]=2[CH3:10])=[O:9])=[CH:33][CH:34]=1)[C:20]1[CH:21]=[CH:22][CH:23]=[CH:24][CH:25]=1, predict the reactants needed to synthesize it. The reactants are: [CH3:1][N:2]1[CH:6]=[CH:5][C:4]([C:7]([OH:9])=O)=[C:3]1[CH3:10].ClC(N(C)C)=C(C)C.[CH2:19]([O:26][C:27]1[CH:34]=[CH:33][C:30]([NH:31][CH3:32])=[CH:29][CH:28]=1)[C:20]1[CH:25]=[CH:24][CH:23]=[CH:22][CH:21]=1.C(N(C(C)C)C(C)C)C.